From a dataset of Forward reaction prediction with 1.9M reactions from USPTO patents (1976-2016). Predict the product of the given reaction. (1) Given the reactants Br[CH:2]([C:7]1[CH:8]=[C:9]([Cl:15])[C:10]([F:14])=[C:11]([Cl:13])[CH:12]=1)[C:3]([F:6])([F:5])[F:4].N1C=CC=CC=1C1C=CC=CN=1.[N+:28]([C:31]1[CH:41]=[C:40]([CH:42]=[CH2:43])[CH:39]=[CH:38][C:32]=1[C:33]([O:35][CH2:36][CH3:37])=[O:34])([O-:30])=[O:29], predict the reaction product. The product is: [Cl:13][C:11]1[CH:12]=[C:7]([CH:2]([C:3]([F:6])([F:5])[F:4])/[CH:43]=[CH:42]/[C:40]2[CH:39]=[CH:38][C:32]([C:33]([O:35][CH2:36][CH3:37])=[O:34])=[C:31]([N+:28]([O-:30])=[O:29])[CH:41]=2)[CH:8]=[C:9]([Cl:15])[C:10]=1[F:14]. (2) Given the reactants [Cl:1][C:2]1[CH:3]=[C:4]([S:9]([NH:12][CH2:13][C:14]2[CH:23]=[CH:22][C:17]([C:18]([O:20]C)=[O:19])=[CH:16][N:15]=2)(=[O:11])=[O:10])[CH:5]=[CH:6][C:7]=1[F:8].[OH-].[K+], predict the reaction product. The product is: [Cl:1][C:2]1[CH:3]=[C:4]([S:9]([NH:12][CH2:13][C:14]2[CH:23]=[CH:22][C:17]([C:18]([OH:20])=[O:19])=[CH:16][N:15]=2)(=[O:10])=[O:11])[CH:5]=[CH:6][C:7]=1[F:8]. (3) Given the reactants [F:1][C:2]([F:23])([F:22])[C:3]1[CH:4]=[C:5]([N:9]2[CH2:14][CH2:13][N:12](C(OC(C)(C)C)=O)[CH2:11][CH2:10]2)[CH:6]=[N:7][CH:8]=1.Cl, predict the reaction product. The product is: [F:22][C:2]([F:1])([F:23])[C:3]1[CH:4]=[C:5]([N:9]2[CH2:14][CH2:13][NH:12][CH2:11][CH2:10]2)[CH:6]=[N:7][CH:8]=1.